This data is from Full USPTO retrosynthesis dataset with 1.9M reactions from patents (1976-2016). The task is: Predict the reactants needed to synthesize the given product. (1) Given the product [CH3:35][Sn:2]([CH3:1])([CH3:34])[C:3]1[CH:4]=[CH:5][C:6]([C:9]2[CH:10]=[CH:11][C:12]([C:15]([NH:17][C@H:18]([C:23]([NH:25][C@H:26]([C:30]([OH:32])=[O:31])[CH2:27][CH2:28][CH3:29])=[O:24])[CH2:19][CH:20]([CH3:21])[CH3:22])=[O:16])=[CH:13][CH:14]=2)=[CH:7][CH:8]=1, predict the reactants needed to synthesize it. The reactants are: [CH3:1][Sn:2]([CH3:35])([CH3:34])[C:3]1[CH:8]=[CH:7][C:6]([C:9]2[CH:14]=[CH:13][C:12]([C:15]([NH:17][C@H:18]([C:23]([NH:25][C@H:26]([C:30]([O:32]C)=[O:31])[CH2:27][CH2:28][CH3:29])=[O:24])[CH2:19][CH:20]([CH3:22])[CH3:21])=[O:16])=[CH:11][CH:10]=2)=[CH:5][CH:4]=1.[Li]. (2) Given the product [CH3:24][O:23][C:22]1[C:16]2[CH:15]=[C:14]([C:9]3[CH2:10][CH:11]4[NH:6][CH:7]([CH2:13][CH2:12]4)[CH:8]=3)[S:18][C:17]=2[CH:19]=[CH:20][CH:21]=1, predict the reactants needed to synthesize it. The reactants are: C(OC([N:6]1[CH:11]2[CH2:12][CH2:13][CH:7]1[CH:8]=[C:9]([C:14]1[S:18][C:17]3[CH:19]=[CH:20][CH:21]=[C:22]([O:23][CH3:24])[C:16]=3[CH:15]=1)[CH2:10]2)=O)C.O.NN.[OH-].[K+].O. (3) Given the product [F:25][C:2]([F:1])([C:6]([F:24])([F:23])[C:7]([F:21])([F:22])[C:8]([F:19])([F:20])[C:9]([F:17])([F:18])[C:10]([F:15])([F:26])[F:16])[C:3]([OH:5])=[O:4], predict the reactants needed to synthesize it. The reactants are: [F:1][C:2]([F:25])([C:6]([F:24])([F:23])[C:7]([F:22])([F:21])[C:8]([F:20])([F:19])[C:9]([F:18])([F:17])[C:10]([F:16])([F:15])C(F)(F)F)[C:3]([OH:5])=[O:4].[F:26]C(F)(C(F)(F)C(F)(F)C(F)(F)C(F)(F)C(F)(F)C(F)(F)C(F)(F)F)C(O)=O.FC(F)(C(F)(F)C(F)(F)C(F)(F)C(F)(F)C(F)(F)C(F)(F)C(F)(F)C(F)(F)F)C(O)=O.FC(F)(C(F)(F)C(F)(F)C(F)(F)C(F)(F)C(F)(F)C(F)(F)C(F)(F)C(F)(F)C(F)(F)F)C(O)=O.FC(F)(C(F)(F)C(F)(F)C(F)(F)C(F)(F)C(F)(F)C(F)(F)C(F)(F)C(F)(F)C(F)(F)C(F)(F)F)C(O)=O.FC(F)(C(F)(F)C(F)(F)C(F)(F)C(F)(F)C(F)(F)C(F)(F)C(F)(F)C(F)(F)C(F)(F)C(F)(F)C(F)(F)C(F)(F)F)C(O)=O.FC(F)(C(F)(F)C(F)(F)C(F)(F)C(F)(F)C(F)(F)C(F)(F)C(F)(F)C(F)(F)C(F)(F)C(F)(F)C(F)(F)C(F)(F)C(F)(F)C(F)(F)F)C(O)=O.FC(F)(C(F)(F)C(F)(F)C(F)(F)C(F)(F)C(F)(F)C(F)(F)C(F)(F)C(F)(F)C(F)(F)C(F)(F)C(F)(F)C(F)(F)C(F)(F)C(F)(F)C(F)(F)C(F)(F)F)C(O)=O.FC(F)(C(F)(F)C(O)=O)C(O)=O.FC(F)(C(F)(F)C(F)(F)C(O)=O)C(O)=O.FC(F)(C(F)(F)C(F)(F)C(F)(F)C(O)=O)C(O)=O.FC(F)(C(F)(F)C(F)(F)C(F)(F)C(F)(F)C(F)(F)C(O)=O)C(O)=O.FC(F)(C(F)(F)C(F)(F)C(F)(F)C(F)(F)C(F)(F)C(F)(F)C(O)=O)C(O)=O.FC(F)(C(F)(F)C(F)(F)C(F)(F)C(F)(F)C(F)(F)C(F)(F)C(F)(F)C(O)=O)C(O)=O.FC(F)(C(O)=O)C(F)(F)C(F)(F)C(F)(F)C(F)(F)C(F)(F)C(F)(F)C(F)(F)C(F)(F)C(F)(F)C(O)=O. (4) Given the product [CH2:14]([O:13][C:10]1[CH:9]=[CH:8][C:7]([C:6]2[C:2]([CH3:1])=[N:3][N:4]3[C:23]([C:17]4[CH:22]=[CH:21][CH:20]=[CH:19][CH:18]=4)=[CH:24][C:25](=[O:26])[NH:16][C:5]=23)=[CH:12][CH:11]=1)[CH3:15], predict the reactants needed to synthesize it. The reactants are: [CH3:1][C:2]1[C:6]([C:7]2[CH:12]=[CH:11][C:10]([O:13][CH2:14][CH3:15])=[CH:9][CH:8]=2)=[C:5]([NH2:16])[NH:4][N:3]=1.[C:17]1([C:23](=O)[CH2:24][C:25](OCC)=[O:26])[CH:22]=[CH:21][CH:20]=[CH:19][CH:18]=1. (5) Given the product [CH3:19][O:18][C:14]1[CH:13]=[C:9]([N+:1]([O-:4])=[O:2])[CH:8]=[C:7]([O:6][CH3:5])[C:15]=1[O:16][CH3:17], predict the reactants needed to synthesize it. The reactants are: [N+:1]([O-:4])(O)=[O:2].[CH3:5][O:6][C:7]1[CH:8]=[C:9]([CH:13]=[C:14]([O:18][CH3:19])[C:15]=1[O:16][CH3:17])C(O)=O. (6) Given the product [Cl:1][C:2]1[C:6]([C:7]2[NH:13][N:12]=[C:11]([CH2:14][CH3:15])[N:8]=2)=[C:5]([NH2:10])[S:4][CH:3]=1, predict the reactants needed to synthesize it. The reactants are: [Cl:1][C:2]1[C:6]2[C:7]3[N:8]([C:11]([CH2:14][CH3:15])=[N:12][N:13]=3)C=[N:10][C:5]=2[S:4][CH:3]=1.CNCCN. (7) Given the product [C:1]([N:4]1[CH2:13][CH2:12][C:11]2[C:6](=[CH:7][C:8]([C:14]([NH:16][OH:17])=[O:15])=[CH:9][CH:10]=2)[CH2:5]1)(=[O:3])[CH3:2], predict the reactants needed to synthesize it. The reactants are: [C:1]([N:4]1[CH2:13][CH2:12][C:11]2[C:6](=[CH:7][C:8]([C:14]([NH:16][O:17]C3CCCCO3)=[O:15])=[CH:9][CH:10]=2)[CH2:5]1)(=[O:3])[CH3:2].O.